Dataset: Catalyst prediction with 721,799 reactions and 888 catalyst types from USPTO. Task: Predict which catalyst facilitates the given reaction. (1) Reactant: [CH3:1][C:2]1[CH:7]=[CH:6][CH:5]=[CH:4][C:3]=1[CH2:8][N:9]1[C:13](=[O:14])[O:12][N:11]=[C:10]1[O:15]CC1C=CC=CC=1.[Cl:23][C:24]1[CH:29]=[CH:28][C:27]([N:30]([CH:34]([CH3:36])[CH3:35])[C:31](Cl)=[O:32])=[CH:26][CH:25]=1.Cl. Product: [Cl:23][C:24]1[CH:25]=[CH:26][C:27]([N:30]([CH:34]([CH3:36])[CH3:35])[C:31]([N:11]2[C:10](=[O:15])[N:9]([CH2:8][C:3]3[CH:4]=[CH:5][CH:6]=[CH:7][C:2]=3[CH3:1])[C:13](=[O:14])[O:12]2)=[O:32])=[CH:28][CH:29]=1. The catalyst class is: 7. (2) Reactant: [C:1]1([C@H:11]([NH:13][CH:14]2[CH2:17][CH:16]([C:18]([OH:20])=O)[CH2:15]2)[CH3:12])[C:10]2[C:5](=[CH:6][CH:7]=[CH:8][CH:9]=2)[CH:4]=[CH:3][CH:2]=1.[NH3:21]. Product: [C:1]1([C@H:11]([NH:13][CH:14]2[CH2:17][CH:16]([C:18]([NH2:21])=[O:20])[CH2:15]2)[CH3:12])[C:10]2[C:5](=[CH:6][CH:7]=[CH:8][CH:9]=2)[CH:4]=[CH:3][CH:2]=1. The catalyst class is: 61. (3) Reactant: Cl[CH2:2][CH2:3][CH2:4][S:5]([N:8]1[CH2:13][CH2:12][CH:11]([C:14]2[C:22]3[C:17](=[C:18]([C:28]([NH2:30])=[O:29])[CH:19]=[C:20]([C:23]4[CH:27]=[CH:26][S:25][CH:24]=4)[CH:21]=3)[NH:16][N:15]=2)[CH2:10][CH2:9]1)(=[O:7])=[O:6].C([O-])([O-])=O.[K+].[K+].C(N(CC)CC)C.[NH:44]1[CH2:49][CH2:48][O:47][CH2:46][CH2:45]1. Product: [N:44]1([CH2:2][CH2:3][CH2:4][S:5]([N:8]2[CH2:13][CH2:12][CH:11]([C:14]3[C:22]4[C:17](=[C:18]([C:28]([NH2:30])=[O:29])[CH:19]=[C:20]([C:23]5[CH:27]=[CH:26][S:25][CH:24]=5)[CH:21]=4)[NH:16][N:15]=3)[CH2:10][CH2:9]2)(=[O:7])=[O:6])[CH2:49][CH2:48][O:47][CH2:46][CH2:45]1. The catalyst class is: 3. (4) Reactant: [C:1]([N:8]([CH3:14])[C@H:9]([C:11](O)=[O:12])[CH3:10])([O:3][C:4]([CH3:7])([CH3:6])[CH3:5])=[O:2].B.C1COCC1.O.C([O-])([O-])=O.[Na+].[Na+]. Product: [C:4]([O:3][C:1](=[O:2])[N:8]([C@@H:9]([CH3:10])[CH2:11][OH:12])[CH3:14])([CH3:7])([CH3:5])[CH3:6]. The catalyst class is: 1. (5) Reactant: CCN(C(C)C)C(C)C.[NH2:10][C:11]1[CH:16]=[C:15]([CH2:17][O:18][C:19]2[C:28]3[C:23](=[CH:24][CH:25]=[CH:26][CH:27]=3)[C:22]([NH:29][C:30]([NH:32][C:33]3[N:37]([C:38]4[CH:43]=[CH:42][C:41]([CH3:44])=[CH:40][CH:39]=4)[N:36]=[C:35]([C:45]([CH3:48])([CH3:47])[CH3:46])[CH:34]=3)=[O:31])=[CH:21][CH:20]=2)[CH:14]=[CH:13][N:12]=1.[Cl:49][CH2:50][C:51](Cl)=[O:52]. Product: [C:45]([C:35]1[CH:34]=[C:33]([NH:32][C:30](=[O:31])[NH:29][C:22]2[C:23]3[C:28](=[CH:27][CH:26]=[CH:25][CH:24]=3)[C:19]([O:18][CH2:17][C:15]3[CH:14]=[CH:13][N:12]=[C:11]([NH:10][C:51](=[O:52])[CH2:50][Cl:49])[CH:16]=3)=[CH:20][CH:21]=2)[N:37]([C:38]2[CH:39]=[CH:40][C:41]([CH3:44])=[CH:42][CH:43]=2)[N:36]=1)([CH3:48])([CH3:47])[CH3:46]. The catalyst class is: 59. (6) Reactant: O[CH:2]([C:4]1[CH:5]=[C:6]([C:22]([NH:24][CH2:25][C:26]2[CH:31]=[CH:30][C:29]([S:32]([CH3:35])(=[O:34])=[O:33])=[CH:28][CH:27]=2)=[O:23])[C:7](=[O:21])[N:8]([C:11]2[CH:16]=[CH:15][CH:14]=[C:13]([C:17]([F:20])([F:19])[F:18])[CH:12]=2)[C:9]=1[CH3:10])[CH3:3].S(Cl)(Cl)=O.[O-][C:41]#[N:42].[K+]. Product: [C:41]([CH:2]([C:4]1[CH:5]=[C:6]([C:22]([NH:24][CH2:25][C:26]2[CH:27]=[CH:28][C:29]([S:32]([CH3:35])(=[O:33])=[O:34])=[CH:30][CH:31]=2)=[O:23])[C:7](=[O:21])[N:8]([C:11]2[CH:16]=[CH:15][CH:14]=[C:13]([C:17]([F:18])([F:19])[F:20])[CH:12]=2)[C:9]=1[CH3:10])[CH3:3])#[N:42]. The catalyst class is: 46. (7) Reactant: [O:1]=[C:2]1[CH2:6][CH2:5][C@@H:4]([C:7]2[CH:19]=[CH:18][C:10]([O:11][CH2:12][C:13]([O:15]CC)=[O:14])=[CH:9][CH:8]=2)[CH2:3]1.O[Li].O. Product: [O:1]=[C:2]1[CH2:6][CH2:5][C@@H:4]([C:7]2[CH:19]=[CH:18][C:10]([O:11][CH2:12][C:13]([OH:15])=[O:14])=[CH:9][CH:8]=2)[CH2:3]1. The catalyst class is: 40.